From a dataset of Catalyst prediction with 721,799 reactions and 888 catalyst types from USPTO. Predict which catalyst facilitates the given reaction. Reactant: [F:1][C:2]1[CH:3]=[N:4][C:5]([O:17][C:18]2[CH:23]=[CH:22][CH:21]=[C:20]([S:24][CH3:25])[CH:19]=2)=[C:6]([CH:16]=1)[C:7]([NH:9][CH:10]1[CH2:15][CH2:14][NH:13][CH2:12][CH2:11]1)=[O:8].C(N(CC)CC)C.[CH:33]1([C:36](Cl)=[O:37])[CH2:35][CH2:34]1.Cl.CN(C)CCCN=C=NCC. Product: [NH3:4].[F:1][C:2]1[CH:3]=[N:4][C:5]([O:17][C:18]2[CH:23]=[CH:22][CH:21]=[C:20]([S:24][CH3:25])[CH:19]=2)=[C:6]([CH:16]=1)[C:7]([NH:9][CH:10]1[CH2:11][CH2:12][N:13]([C:36]([CH:33]2[CH2:35][CH2:34]2)=[O:37])[CH2:14][CH2:15]1)=[O:8]. The catalyst class is: 4.